From a dataset of Forward reaction prediction with 1.9M reactions from USPTO patents (1976-2016). Predict the product of the given reaction. (1) The product is: [C:1]1([S:7]([N:10]2[C:14]3=[N:15][CH:16]=[C:17]([C:24]#[C:23][CH2:22][O:21][CH3:20])[CH:18]=[C:13]3[CH:12]=[CH:11]2)(=[O:9])=[O:8])[CH:6]=[CH:5][CH:4]=[CH:3][CH:2]=1. Given the reactants [C:1]1([S:7]([N:10]2[C:14]3=[N:15][CH:16]=[C:17](Br)[CH:18]=[C:13]3[CH:12]=[CH:11]2)(=[O:9])=[O:8])[CH:6]=[CH:5][CH:4]=[CH:3][CH:2]=1.[CH3:20][O:21][CH2:22][C:23]#[CH:24].C(N(CC)CC)C, predict the reaction product. (2) Given the reactants Cl[C:2]1[C:11]2[C:6](=[CH:7][CH:8]=[CH:9][CH:10]=2)[N:5]=[C:4]([C:12]2[CH:17]=[CH:16][CH:15]=[CH:14][C:13]=2[OH:18])[N:3]=1.[NH:19]1[CH2:24][CH2:23][NH:22][CH2:21][CH2:20]1.C(N(CC)CC)C, predict the reaction product. The product is: [N:19]1([C:2]2[C:11]3[C:6](=[CH:7][CH:8]=[CH:9][CH:10]=3)[N:5]=[C:4]([C:12]3[CH:17]=[CH:16][CH:15]=[CH:14][C:13]=3[OH:18])[N:3]=2)[CH2:24][CH2:23][NH:22][CH2:21][CH2:20]1. (3) Given the reactants Cl.[NH2:2][C@H:3]1[CH2:7][CH2:6][CH2:5][C@@H:4]1[NH:8][C:9](=[O:20])[C:10]1[C:15]([O:16][CH3:17])=[CH:14][CH:13]=[CH:12][C:11]=1[O:18][CH3:19].Cl[C:22]1[S:23][C:24]2[CH:30]=[CH:29][C:28]([F:31])=[CH:27][C:25]=2[N:26]=1.CCN(C(C)C)C(C)C, predict the reaction product. The product is: [F:31][C:28]1[CH:29]=[CH:30][C:24]2[S:23][C:22]([NH:2][C@H:3]3[CH2:7][CH2:6][CH2:5][C@@H:4]3[NH:8][C:9](=[O:20])[C:10]3[C:15]([O:16][CH3:17])=[CH:14][CH:13]=[CH:12][C:11]=3[O:18][CH3:19])=[N:26][C:25]=2[CH:27]=1. (4) Given the reactants [C:1]([O:9][C@@H:10]1[C@H:15]2[NH:16][C:17](=[O:19])[O:18][C@H:14]2[CH2:13][C@H:12]([CH2:20][O:21][Si](C(C)(C)C)(C)C)[C@H:11]1[O:29][C:30](=[O:37])[C:31]1[CH:36]=[CH:35][CH:34]=[CH:33][CH:32]=1)(=[O:8])[C:2]1[CH:7]=[CH:6][CH:5]=[CH:4][CH:3]=1.Cl.CCOC(C)=O.CO, predict the reaction product. The product is: [C:1]([O:9][C@@H:10]1[C@H:15]2[NH:16][C:17](=[O:19])[O:18][C@H:14]2[CH2:13][C@H:12]([CH2:20][OH:21])[C@H:11]1[O:29][C:30](=[O:37])[C:31]1[CH:32]=[CH:33][CH:34]=[CH:35][CH:36]=1)(=[O:8])[C:2]1[CH:7]=[CH:6][CH:5]=[CH:4][CH:3]=1. (5) Given the reactants [Cl:1][C:2]1[N:7]=[CH:6][N:5]=[C:4]([Cl:8])C=1.[SH:9][C:10]1[CH:15]=[CH:14][C:13]([NH:16][C:17]([CH:19]2[CH2:21][CH2:20]2)=[O:18])=[CH:12][CH:11]=1.C([N:24](CC)CC)C.O, predict the reaction product. The product is: [Cl:1][C:2]1[N:24]=[C:4]([Cl:8])[N:5]=[C:6]([S:9][C:10]2[CH:11]=[CH:12][C:13]([NH:16][C:17]([CH:19]3[CH2:20][CH2:21]3)=[O:18])=[CH:14][CH:15]=2)[N:7]=1. (6) Given the reactants C[Si](C)(C)N[Si](C)(C)C.[Li].C([O:13][C:14](=O)[C:15]1[CH:20]=[CH:19][C:18]([O:21][CH2:22][C:23]2[CH:28]=[CH:27][CH:26]=[CH:25][CH:24]=2)=[C:17]([O:29][CH2:30][C:31]2[CH:36]=[CH:35][CH:34]=[CH:33][CH:32]=2)[CH:16]=1)C.[CH3:38][C:39]([C:41]1[CH:46]=[C:45]([OH:47])[CH:44]=[CH:43][C:42]=1[OH:48])=[O:40], predict the reaction product. The product is: [CH2:30]([O:29][C:17]1[CH:16]=[C:15]([C:14](=[O:13])[CH2:38][C:39]([C:41]2[CH:46]=[C:45]([OH:47])[CH:44]=[CH:43][C:42]=2[OH:48])=[O:40])[CH:20]=[CH:19][C:18]=1[O:21][CH2:22][C:23]1[CH:24]=[CH:25][CH:26]=[CH:27][CH:28]=1)[C:31]1[CH:32]=[CH:33][CH:34]=[CH:35][CH:36]=1.